This data is from NCI-60 drug combinations with 297,098 pairs across 59 cell lines. The task is: Regression. Given two drug SMILES strings and cell line genomic features, predict the synergy score measuring deviation from expected non-interaction effect. (1) Drug 1: CC1C(C(CC(O1)OC2CC(OC(C2O)C)OC3=CC4=CC5=C(C(=O)C(C(C5)C(C(=O)C(C(C)O)O)OC)OC6CC(C(C(O6)C)O)OC7CC(C(C(O7)C)O)OC8CC(C(C(O8)C)O)(C)O)C(=C4C(=C3C)O)O)O)O. Drug 2: C1CN(CCN1C(=O)CCBr)C(=O)CCBr. Cell line: K-562. Synergy scores: CSS=41.2, Synergy_ZIP=-4.03, Synergy_Bliss=1.42, Synergy_Loewe=-35.9, Synergy_HSA=-0.0313. (2) Drug 1: CC1=C2C(C(=O)C3(C(CC4C(C3C(C(C2(C)C)(CC1OC(=O)C(C(C5=CC=CC=C5)NC(=O)OC(C)(C)C)O)O)OC(=O)C6=CC=CC=C6)(CO4)OC(=O)C)O)C)O. Drug 2: CC=C1C(=O)NC(C(=O)OC2CC(=O)NC(C(=O)NC(CSSCCC=C2)C(=O)N1)C(C)C)C(C)C. Cell line: NCIH23. Synergy scores: CSS=38.4, Synergy_ZIP=0.938, Synergy_Bliss=2.35, Synergy_Loewe=-28.7, Synergy_HSA=3.80. (3) Drug 1: C1=CC(=C2C(=C1NCCNCCO)C(=O)C3=C(C=CC(=C3C2=O)O)O)NCCNCCO. Drug 2: CC1=C(C=C(C=C1)C(=O)NC2=CC(=CC(=C2)C(F)(F)F)N3C=C(N=C3)C)NC4=NC=CC(=N4)C5=CN=CC=C5. Cell line: HOP-92. Synergy scores: CSS=39.2, Synergy_ZIP=0.751, Synergy_Bliss=-0.830, Synergy_Loewe=-19.5, Synergy_HSA=-0.105. (4) Drug 1: CC1=CC2C(CCC3(C2CCC3(C(=O)C)OC(=O)C)C)C4(C1=CC(=O)CC4)C. Drug 2: CCCCCOC(=O)NC1=NC(=O)N(C=C1F)C2C(C(C(O2)C)O)O. Cell line: DU-145. Synergy scores: CSS=-0.965, Synergy_ZIP=0.724, Synergy_Bliss=-0.910, Synergy_Loewe=-6.38, Synergy_HSA=-5.73. (5) Drug 1: CC1=C(C(CCC1)(C)C)C=CC(=CC=CC(=CC(=O)O)C)C. Drug 2: C1=NC2=C(N1)C(=S)N=CN2. Cell line: SF-268. Synergy scores: CSS=25.7, Synergy_ZIP=-3.10, Synergy_Bliss=-0.515, Synergy_Loewe=-26.2, Synergy_HSA=-4.36. (6) Cell line: HS 578T. Drug 2: CC1=C(C=C(C=C1)C(=O)NC2=CC(=CC(=C2)C(F)(F)F)N3C=C(N=C3)C)NC4=NC=CC(=N4)C5=CN=CC=C5. Drug 1: C1CN1P(=S)(N2CC2)N3CC3. Synergy scores: CSS=11.9, Synergy_ZIP=-0.665, Synergy_Bliss=5.25, Synergy_Loewe=-19.5, Synergy_HSA=6.49. (7) Drug 1: CCCCCOC(=O)NC1=NC(=O)N(C=C1F)C2C(C(C(O2)C)O)O. Drug 2: C1C(C(OC1N2C=NC3=C2NC=NCC3O)CO)O. Cell line: HOP-92. Synergy scores: CSS=1.28, Synergy_ZIP=-0.371, Synergy_Bliss=-2.76, Synergy_Loewe=-2.52, Synergy_HSA=-3.75. (8) Drug 1: CS(=O)(=O)CCNCC1=CC=C(O1)C2=CC3=C(C=C2)N=CN=C3NC4=CC(=C(C=C4)OCC5=CC(=CC=C5)F)Cl. Drug 2: CN(C(=O)NC(C=O)C(C(C(CO)O)O)O)N=O. Cell line: NCIH23. Synergy scores: CSS=6.70, Synergy_ZIP=-1.08, Synergy_Bliss=-0.765, Synergy_Loewe=2.91, Synergy_HSA=-1.30.